From a dataset of Full USPTO retrosynthesis dataset with 1.9M reactions from patents (1976-2016). Predict the reactants needed to synthesize the given product. Given the product [CH2:8]([NH:23][C:24]([N:17]1[CH2:18][CH2:19][N:14]([C:8]2[C:7]3[C:12](=[CH:13][C:4]([NH:3][CH2:1][CH3:2])=[C:5]([N+:20]([O-:22])=[O:21])[CH:6]=3)[N:11]=[CH:10][N:9]=2)[CH2:15][CH2:16]1)=[S:25])[C:7]1[CH:12]=[CH:13][CH:4]=[CH:5][CH:6]=1, predict the reactants needed to synthesize it. The reactants are: [CH2:1]([NH:3][C:4]1[CH:13]=[C:12]2[C:7]([C:8]([N:14]3[CH2:19][CH2:18][NH:17][CH2:16][CH2:15]3)=[N:9][CH:10]=[N:11]2)=[CH:6][C:5]=1[N+:20]([O-:22])=[O:21])[CH3:2].[N-:23]=[C:24]=[S:25].